From a dataset of Full USPTO retrosynthesis dataset with 1.9M reactions from patents (1976-2016). Predict the reactants needed to synthesize the given product. Given the product [Cl:34][C:31]1[CH:32]=[CH:33][C:28]([C:18]2[N:17]([CH:10]([CH:11]3[CH2:12][CH2:13][CH2:14][CH2:15][CH2:16]3)[C:9]([OH:39])=[O:36])[C:21]3[CH:22]=[C:23]([F:27])[C:24]([F:26])=[CH:25][C:20]=3[N:19]=2)=[C:29]([CH3:35])[CH:30]=1, predict the reactants needed to synthesize it. The reactants are: C(N[C:9](=[O:36])[CH:10]([N:17]1[C:21]2[CH:22]=[C:23]([F:27])[C:24]([F:26])=[CH:25][C:20]=2[N:19]=[C:18]1[C:28]1[CH:33]=[CH:32][C:31]([Cl:34])=[CH:30][C:29]=1[CH3:35])[CH:11]1[CH2:16][CH2:15][CH2:14][CH2:13][CH2:12]1)C1C=CC=CC=1.C(OC(=O)C)(=[O:39])C.C(O)(=O)C.N([O-])=O.[Na+].